From a dataset of HIV replication inhibition screening data with 41,000+ compounds from the AIDS Antiviral Screen. Binary Classification. Given a drug SMILES string, predict its activity (active/inactive) in a high-throughput screening assay against a specified biological target. (1) The drug is O=C(O)Cc1ccc(SSc2ccc(CC(=O)O)cc2)cc1. The result is 1 (active). (2) The drug is CC(CCn1[nH]c(=O)ccc1=O)=NOCCCc1ccccc1. The result is 0 (inactive). (3) The molecule is COc1cc(C(c2ccc3c(c2)OCO3)N2C(=O)CCC2C(=O)O)cc(OC)c1OC. The result is 0 (inactive). (4) The drug is CCCCCOC(=O)c1cccc(NC(=O)CN(CC)CC)c1. The result is 0 (inactive). (5) The molecule is O=C(O)c1c2c(nc3ccccc13)-c1ccccc1C1(CCCC1)C2. The result is 0 (inactive). (6) The molecule is O=[N+]([O-])c1ccc(C=C2C=CN(CCO)C=C2)cc1. The result is 0 (inactive). (7) The drug is CCOC(=O)c1ccc(N=c2sc3ccccc3nc2Nc2ccc(C(=O)OCC)cc2)cc1. The result is 0 (inactive).